From a dataset of Forward reaction prediction with 1.9M reactions from USPTO patents (1976-2016). Predict the product of the given reaction. Given the reactants [NH:1]1[CH2:5][CH2:4][CH2:3][CH2:2]1.[CH3:6][O:7][CH2:8][CH2:9]Cl, predict the reaction product. The product is: [CH3:6][O:7][CH2:8][CH2:9][N:1]1[CH2:5][CH2:4][CH2:3][CH2:2]1.